This data is from Forward reaction prediction with 1.9M reactions from USPTO patents (1976-2016). The task is: Predict the product of the given reaction. (1) Given the reactants Cl[C:2]1[CH:3]=[CH:4][C:5]2[CH2:6][N:7]([C:19](=[O:21])[CH3:20])[CH2:8][CH:9]([C:13]3[CH:18]=[CH:17][CH:16]=[CH:15][CH:14]=3)[O:10][C:11]=2[N:12]=1.[CH3:22][O:23][C:24]1[CH:25]=[C:26]([CH:28]=[CH:29][C:30]=1[N:31]1[CH:35]=[C:34]([CH3:36])[N:33]=[CH:32]1)[NH2:27], predict the reaction product. The product is: [CH3:22][O:23][C:24]1[CH:25]=[C:26]([NH:27][C:2]2[CH:3]=[CH:4][C:5]3[CH2:6][N:7]([C:19](=[O:21])[CH3:20])[CH2:8][CH:9]([C:13]4[CH:18]=[CH:17][CH:16]=[CH:15][CH:14]=4)[O:10][C:11]=3[N:12]=2)[CH:28]=[CH:29][C:30]=1[N:31]1[CH:35]=[C:34]([CH3:36])[N:33]=[CH:32]1. (2) Given the reactants [Cl:1][C:2]1[CH:25]=[CH:24][C:5]([O:6][C:7]([CH3:23])([CH3:22])[CH2:8][O:9][C:10]2[CH:15]=[CH:14][N:13]=[C:12]([NH:16][NH2:17])[C:11]=2[C:18]([F:21])([F:20])[F:19])=[CH:4][CH:3]=1.[F:26][C:27]([F:35])([F:34])[CH2:28][O:29][CH2:30][C:31](Cl)=[O:32], predict the reaction product. The product is: [Cl:1][C:2]1[CH:3]=[CH:4][C:5]([O:6][C:7]([CH3:23])([CH3:22])[CH2:8][O:9][C:10]2[CH:15]=[CH:14][N:13]=[C:12]([NH:16][NH:17][C:31](=[O:32])[CH2:30][O:29][CH2:28][C:27]([F:35])([F:34])[F:26])[C:11]=2[C:18]([F:21])([F:19])[F:20])=[CH:24][CH:25]=1.